This data is from Catalyst prediction with 721,799 reactions and 888 catalyst types from USPTO. The task is: Predict which catalyst facilitates the given reaction. (1) Reactant: CON(C)[C:4](=[O:15])[C@@H:5]([NH:7][C:8](=[O:14])[O:9][C:10]([CH3:13])([CH3:12])[CH3:11])[CH3:6].C([Mg]Cl)(C)C.[CH2:22]([Mg]Cl)[C:23]1[CH:28]=[CH:27][CH:26]=[CH:25][CH:24]=1. Product: [O:15]=[C:4]([CH2:22][C:23]1[CH:28]=[CH:27][CH:26]=[CH:25][CH:24]=1)[C@@H:5]([NH:7][C:8](=[O:14])[O:9][C:10]([CH3:11])([CH3:12])[CH3:13])[CH3:6]. The catalyst class is: 1. (2) Reactant: [Cl:1][C:2]1[CH:10]=[C:9]2[C:5]([C:6]([C:18]([O:20]C)=[O:19])=[CH:7][N:8]2C(OC(C)(C)C)=O)=[CH:4][C:3]=1[C:22]1[CH:27]=[CH:26][C:25]([OH:28])=[CH:24][CH:23]=1.Cl[CH2:30][CH2:31][N:32]1[CH:36]=[N:35][CH:34]=[N:33]1.C(=O)([O-])[O-].[Cs+].[Cs+].[OH-].[Na+]. Product: [Cl:1][C:2]1[CH:10]=[C:9]2[C:5]([C:6]([C:18]([OH:20])=[O:19])=[CH:7][NH:8]2)=[CH:4][C:3]=1[C:22]1[CH:27]=[CH:26][C:25]([O:28][CH2:30][CH2:31][N:32]2[CH:36]=[N:35][CH:34]=[N:33]2)=[CH:24][CH:23]=1. The catalyst class is: 111. (3) Reactant: C(N(CC)CC)C.CS(C)=O.[C:12]([O:15][C@H:16]1[CH2:20][CH2:19][C@H:18]([CH2:21][OH:22])[C@H:17]1[CH2:23][CH2:24][S:25][C:26]1[S:27][CH:28]=[C:29]([C:31]([O:33][CH2:34][CH3:35])=[O:32])[N:30]=1)(=[O:14])[CH3:13].Cl. Product: [C:12]([O:15][C@H:16]1[CH2:20][CH2:19][C@H:18]([CH:21]=[O:22])[C@H:17]1[CH2:23][CH2:24][S:25][C:26]1[S:27][CH:28]=[C:29]([C:31]([O:33][CH2:34][CH3:35])=[O:32])[N:30]=1)(=[O:14])[CH3:13]. The catalyst class is: 13. (4) Reactant: [NH2:1][C:2]1[N:7]=[C:6]([C:8]2[CH:16]=[CH:15][C:11]3[O:12][CH2:13][O:14][C:10]=3[CH:9]=2)[C:5]([C:17]#[N:18])=[C:4]([S:19]([CH3:22])(=O)=O)[N:3]=1.[C:23]1(S)[CH:28]=[CH:27]C=[CH:25][CH:24]=1.C1CCN2C(=NCCC2)CC1. Product: [NH2:1][C:2]1[N:7]=[C:6]([C:8]2[CH:16]=[CH:15][C:11]3[O:12][CH2:13][O:14][C:10]=3[CH:9]=2)[C:5]([C:17]#[N:18])=[C:4]([S:19][C:22]2[CH:27]=[CH:28][CH:23]=[CH:24][CH:25]=2)[N:3]=1. The catalyst class is: 57. (5) The catalyst class is: 139. Reactant: [C:1]1([S:7][CH2:8][C:9]([OH:11])=O)[CH:6]=[CH:5][CH:4]=[CH:3][CH:2]=1.C(Cl)(=O)C(Cl)=O.[C:18]12([CH2:28][NH2:29])[CH2:27][CH:22]3[CH2:23][CH:24]([CH2:26][CH:20]([CH2:21]3)[CH2:19]1)[CH2:25]2.C(N(CC)C(C)C)(C)C. Product: [C:18]12([CH2:28][NH:29][C:9](=[O:11])[CH2:8][S:7][C:1]3[CH:2]=[CH:3][CH:4]=[CH:5][CH:6]=3)[CH2:25][CH:24]3[CH2:23][CH:22]([CH2:21][CH:20]([CH2:26]3)[CH2:19]1)[CH2:27]2. (6) Reactant: [CH3:1][C:2]1[CH:3]=[C:4]([NH:11][NH2:12])[CH:5]=[CH:6][C:7]=1[N+:8]([O-:10])=[O:9].[F:13][C:14]([F:28])([F:27])[C:15](=[O:26])[CH2:16][C:17](=O)[C:18]([F:24])([F:23])[C:19]([F:22])([F:21])[F:20]. Product: [CH3:1][C:2]1[CH:3]=[C:4]([N:11]2[C:15]([C:14]([F:28])([F:27])[F:13])=[CH:16][C:17]([C:18]([F:23])([F:24])[C:19]([F:20])([F:21])[F:22])=[N:12]2)[CH:5]=[CH:6][C:7]=1[N+:8]([O-:10])=[O:9].[CH3:1][C:2]1[CH:3]=[C:4]([N:11]2[C:15]([C:14]([F:28])([F:27])[F:13])([OH:26])[CH2:16][C:17]([C:18]([F:23])([F:24])[C:19]([F:20])([F:21])[F:22])=[N:12]2)[CH:5]=[CH:6][C:7]=1[N+:8]([O-:10])=[O:9]. The catalyst class is: 11.